This data is from Peptide-MHC class II binding affinity with 134,281 pairs from IEDB. The task is: Regression. Given a peptide amino acid sequence and an MHC pseudo amino acid sequence, predict their binding affinity value. This is MHC class II binding data. (1) The peptide sequence is PSVIPAARLFKAFIL. The MHC is HLA-DPA10201-DPB10501 with pseudo-sequence HLA-DPA10201-DPB10501. The binding affinity (normalized) is 0.427. (2) The peptide sequence is EFGKAKGSRAIWYMW. The MHC is DRB3_0101 with pseudo-sequence DRB3_0101. The binding affinity (normalized) is 0.358. (3) The peptide sequence is GELQIVDLIDAAFKI. The MHC is DRB1_1501 with pseudo-sequence DRB1_1501. The binding affinity (normalized) is 0.544. (4) The peptide sequence is LTSQFFLPALPVFTWL. The MHC is DRB1_1201 with pseudo-sequence DRB1_1201. The binding affinity (normalized) is 0.248. (5) The peptide sequence is CFNCGKEGHLARNCRAPR. The MHC is DRB1_0101 with pseudo-sequence DRB1_0101. The binding affinity (normalized) is 0.180. (6) The peptide sequence is YDKFLANVSTVLTGK. The binding affinity (normalized) is 0.771. The MHC is DRB1_0701 with pseudo-sequence DRB1_0701. (7) The peptide sequence is IFSKNLNIKLNMPLY. The MHC is HLA-DQA10401-DQB10402 with pseudo-sequence HLA-DQA10401-DQB10402. The binding affinity (normalized) is 0.0965.